Dataset: Full USPTO retrosynthesis dataset with 1.9M reactions from patents (1976-2016). Task: Predict the reactants needed to synthesize the given product. The reactants are: [C:1]([N:4]1[CH2:9][CH2:8][CH:7]([CH2:10][C:11]([NH:13][C:14]2[CH:19]=[CH:18][C:17](Br)=[CH:16][CH:15]=2)=[O:12])[CH2:6][CH2:5]1)(=[O:3])[CH3:2].[CH3:21][C:22]1[CH:23]=[C:24](B(O)O)[CH:25]=[CH:26][CH:27]=1. Given the product [C:1]([N:4]1[CH2:9][CH2:8][CH:7]([CH2:10][C:11]([NH:13][C:14]2[CH:19]=[CH:18][C:17]([C:26]3[CH:25]=[CH:24][CH:23]=[C:22]([CH3:21])[CH:27]=3)=[CH:16][CH:15]=2)=[O:12])[CH2:6][CH2:5]1)(=[O:3])[CH3:2], predict the reactants needed to synthesize it.